From a dataset of Full USPTO retrosynthesis dataset with 1.9M reactions from patents (1976-2016). Predict the reactants needed to synthesize the given product. (1) Given the product [CH3:1][S:2]([OH:5])(=[O:4])=[O:3].[CH3:6][O:7][C:8]1[CH:9]=[CH:10][C:11]([C:14]2[O:18][C:17]([CH3:20])([CH3:19])[C:16](=[O:21])[C:15]=2[C:22]2[CH:27]=[CH:26][C:25]([O:28][CH2:29][C:30]3[N:31]=[C:32]4[CH:37]=[CH:36][CH:35]=[C:34]([CH3:38])[N:33]4[CH:39]=3)=[CH:24][CH:23]=2)=[CH:12][CH:13]=1, predict the reactants needed to synthesize it. The reactants are: [CH3:1][S:2]([OH:5])(=[O:4])=[O:3].[CH3:6][O:7][C:8]1[CH:13]=[CH:12][C:11]([C:14]2[O:18][C:17]([CH3:20])([CH3:19])[C:16](=[O:21])[C:15]=2[C:22]2[CH:27]=[CH:26][C:25]([O:28][CH2:29][C:30]3[N:31]=[C:32]4[CH:37]=[CH:36][CH:35]=[C:34]([CH3:38])[N:33]4[CH:39]=3)=[CH:24][CH:23]=2)=[CH:10][CH:9]=1. (2) The reactants are: [C:1]([O:5][C:6]([N:8]1[CH2:13][CH2:12][O:11][CH:10]([C:14]2[CH:19]=[CH:18][C:17]([N+:20]([O-:22])=[O:21])=[CH:16][C:15]=2Br)[CH2:9]1)=[O:7])([CH3:4])([CH3:3])[CH3:2].[CH3:24][N:25](C=O)C. Given the product [C:1]([O:5][C:6]([N:8]1[CH2:13][CH2:12][O:11][CH:10]([C:14]2[CH:19]=[CH:18][C:17]([N+:20]([O-:22])=[O:21])=[CH:16][C:15]=2[C:24]#[N:25])[CH2:9]1)=[O:7])([CH3:4])([CH3:3])[CH3:2], predict the reactants needed to synthesize it.